Dataset: Forward reaction prediction with 1.9M reactions from USPTO patents (1976-2016). Task: Predict the product of the given reaction. Given the reactants FC(F)(F)C(O)=O.[Cl:8][C:9]1[CH:14]=[CH:13][C:12]([C:15]2([C:39]#[N:40])[CH:19]([CH2:20][C:21]([CH3:24])([CH3:23])[CH3:22])[NH:18][CH:17]([C:25]([OH:27])=O)[CH:16]2[C:28]2[CH:33]=[C:32]([Cl:34])[CH:31]=[CH:30][C:29]=2[O:35][CH2:36][CH2:37][OH:38])=[C:11]([F:41])[CH:10]=1.CC1(C)[O:47][C@@H:46]([CH2:48][CH2:49][NH2:50])[CH2:45][O:44]1.CN(C(ON1N=NC2C=CC=NC1=2)=[N+](C)C)C.F[P-](F)(F)(F)(F)F.CCN(C(C)C)C(C)C.Cl, predict the reaction product. The product is: [OH:47][C@H:46]([CH2:45][OH:44])[CH2:48][CH2:49][NH:50][C:25]([CH:17]1[CH:16]([C:28]2[CH:33]=[C:32]([Cl:34])[CH:31]=[CH:30][C:29]=2[O:35][CH2:36][CH2:37][OH:38])[C:15]([C:12]2[CH:13]=[CH:14][C:9]([Cl:8])=[CH:10][C:11]=2[F:41])([C:39]#[N:40])[CH:19]([CH2:20][C:21]([CH3:22])([CH3:24])[CH3:23])[NH:18]1)=[O:27].